Dataset: Forward reaction prediction with 1.9M reactions from USPTO patents (1976-2016). Task: Predict the product of the given reaction. The product is: [CH:21]1([NH:20][C:18](=[O:19])[C:17]2[CH:24]=[CH:25][C:26]([CH3:27])=[C:15]([N:9]3[C:8](=[O:28])[C:7]4[C:12](=[CH:13][CH:14]=[C:5]([O:4][CH2:3][CH2:2][NH:1][S:30]([CH3:29])(=[O:32])=[O:31])[CH:6]=4)[N:11]=[CH:10]3)[CH:16]=2)[CH2:22][CH2:23]1. Given the reactants [NH2:1][CH2:2][CH2:3][O:4][C:5]1[CH:6]=[C:7]2[C:12](=[CH:13][CH:14]=1)[N:11]=[CH:10][N:9]([C:15]1[CH:16]=[C:17]([CH:24]=[CH:25][C:26]=1[CH3:27])[C:18]([NH:20][CH:21]1[CH2:23][CH2:22]1)=[O:19])[C:8]2=[O:28].[CH3:29][S:30](Cl)(=[O:32])=[O:31].C(N(CC)CC)C, predict the reaction product.